Task: Predict which catalyst facilitates the given reaction.. Dataset: Catalyst prediction with 721,799 reactions and 888 catalyst types from USPTO (1) Reactant: [CH3:1][CH:2]1[CH2:8][CH:7]=[CH:6][CH2:5][N:4]([S:9]([C:12]2[CH:17]=[CH:16][CH:15]=[CH:14][N:13]=2)(=[O:11])=[O:10])[CH2:3]1.C([O-])(O)=[O:19].[Na+].C1C=C(Cl)C=C(C(OO)=O)C=1. Product: [CH3:1][CH:2]1[CH2:8][CH:7]2[CH:6]([O:19]2)[CH2:5][N:4]([S:9]([C:12]2[CH:17]=[CH:16][CH:15]=[CH:14][N:13]=2)(=[O:11])=[O:10])[CH2:3]1. The catalyst class is: 2. (2) Reactant: [O:1]1[CH:5]=[CH:4][CH:3]=[C:2]1[CH2:6][N:7]([CH2:12][C:13]([CH3:15])=[CH2:14])[S:8]([CH3:11])(=[O:10])=[O:9].ClC1C=CC=C(C(OO)=[O:24])C=1. Product: [O:1]1[CH:5]=[CH:4][CH:3]=[C:2]1[CH2:6][N:7]([CH2:12][C:13]1([CH3:15])[CH2:14][O:24]1)[S:8]([CH3:11])(=[O:10])=[O:9]. The catalyst class is: 2. (3) Reactant: [S:1]1[C:10]2[C:5](=[CH:6][CH:7]=[CH:8][CH:9]=2)[CH:4](O)[CH2:3][CH2:2]1.C([N:14]1[CH:18]=[CH:17][N:16]=[CH:15]1)([N:14]1[CH:18]=[CH:17][N:16]=[CH:15]1)=O. Product: [S:1]1[C:10]2[C:5](=[CH:6][CH:7]=[CH:8][CH:9]=2)[CH:4]([N:14]2[CH:18]=[CH:17][N:16]=[CH:15]2)[CH2:3][CH2:2]1. The catalyst class is: 10. (4) Reactant: [F:1][C:2]([F:16])([F:15])[CH2:3][S:4][C:5]1[N:10]=[CH:9][C:8]([C:11]([O:13]C)=[O:12])=[CH:7][CH:6]=1.[OH-].[Na+]. Product: [F:16][C:2]([F:1])([F:15])[CH2:3][S:4][C:5]1[N:10]=[CH:9][C:8]([C:11]([OH:13])=[O:12])=[CH:7][CH:6]=1. The catalyst class is: 5. (5) Reactant: [CH3:1][O:2][C:3](=[O:15])[CH2:4][CH2:5][C:6]1[CH:11]=[CH:10][C:9]([CH2:12][OH:13])=[CH:8][C:7]=1[CH3:14]. Product: [CH3:1][O:2][C:3](=[O:15])[CH2:4][CH2:5][C:6]1[CH:11]=[CH:10][C:9]([CH:12]=[O:13])=[CH:8][C:7]=1[CH3:14]. The catalyst class is: 703.